From a dataset of Forward reaction prediction with 1.9M reactions from USPTO patents (1976-2016). Predict the product of the given reaction. (1) Given the reactants [CH3:1][C:2]1[CH:11]=[CH:10][C:5]2[O:6][CH2:7][CH2:8][O:9][C:4]=2[CH:3]=1.[CH3:12][O:13]C(Cl)Cl.[Sn](Cl)(Cl)(Cl)Cl.Cl, predict the reaction product. The product is: [CH3:1][C:2]1[C:11]([CH:12]=[O:13])=[CH:10][C:5]2[O:6][CH2:7][CH2:8][O:9][C:4]=2[CH:3]=1. (2) Given the reactants F[C:2]1[CH:7]=[C:6]([N+:8]([O-:10])=[O:9])[CH:5]=[C:4]([F:11])[CH:3]=1.[CH3:12][N:13]1[CH2:18][CH2:17][CH:16]([NH:19][CH3:20])[CH2:15][CH2:14]1.C([O-])(=O)C.[Na+].C(O)C, predict the reaction product. The product is: [CH3:12][N:13]1[CH2:18][CH2:17][CH:16]([NH:19][CH2:20][C:2]2[CH:3]=[C:4]([F:11])[CH:5]=[C:6]([N+:8]([O-:10])=[O:9])[CH:7]=2)[CH2:15][CH2:14]1. (3) Given the reactants [CH3:1][O:2][C:3](=[O:15])[C:4](O)=[CH:5][C:6](=O)[C:7]1[CH:8]=[N:9][CH:10]=[CH:11][CH:12]=1.Cl.[Cl:17][C:18]1[CH:19]=[C:20]([NH:25][NH2:26])[CH:21]=[CH:22][C:23]=1[Cl:24], predict the reaction product. The product is: [ClH:17].[CH3:1][O:2][C:3]([C:4]1[CH:5]=[C:6]([C:7]2[CH:8]=[N:9][CH:10]=[CH:11][CH:12]=2)[N:25]([C:20]2[CH:21]=[CH:22][C:23]([Cl:24])=[C:18]([Cl:17])[CH:19]=2)[N:26]=1)=[O:15].